This data is from Merck oncology drug combination screen with 23,052 pairs across 39 cell lines. The task is: Regression. Given two drug SMILES strings and cell line genomic features, predict the synergy score measuring deviation from expected non-interaction effect. (1) Drug 1: Cn1nnc2c(C(N)=O)ncn2c1=O. Drug 2: NC1CCCCC1N.O=C(O)C(=O)O.[Pt+2]. Cell line: A2058. Synergy scores: synergy=-0.0747. (2) Drug 1: COc1cccc2c1C(=O)c1c(O)c3c(c(O)c1C2=O)CC(O)(C(=O)CO)CC3OC1CC(N)C(O)C(C)O1. Drug 2: CS(=O)(=O)CCNCc1ccc(-c2ccc3ncnc(Nc4ccc(OCc5cccc(F)c5)c(Cl)c4)c3c2)o1. Cell line: RPMI7951. Synergy scores: synergy=3.98. (3) Drug 1: O=C(CCCCCCC(=O)Nc1ccccc1)NO. Drug 2: NC1CCCCC1N.O=C(O)C(=O)O.[Pt+2]. Cell line: UWB1289BRCA1. Synergy scores: synergy=17.1. (4) Drug 1: COC12C(COC(N)=O)C3=C(C(=O)C(C)=C(N)C3=O)N1CC1NC12. Drug 2: O=C(O)C1(Cc2cccc(Nc3nccs3)n2)CCC(Oc2cccc(Cl)c2F)CC1. Cell line: UACC62. Synergy scores: synergy=-10.7. (5) Synergy scores: synergy=-3.42. Drug 2: CC1(c2nc3c(C(N)=O)cccc3[nH]2)CCCN1. Cell line: DLD1. Drug 1: Nc1ccn(C2OC(CO)C(O)C2(F)F)c(=O)n1. (6) Drug 1: C=CCn1c(=O)c2cnc(Nc3ccc(N4CCN(C)CC4)cc3)nc2n1-c1cccc(C(C)(C)O)n1. Drug 2: Cc1nc(Nc2ncc(C(=O)Nc3c(C)cccc3Cl)s2)cc(N2CCN(CCO)CC2)n1. Cell line: OV90. Synergy scores: synergy=25.7. (7) Drug 1: CC(C)CC(NC(=O)C(Cc1ccccc1)NC(=O)c1cnccn1)B(O)O. Drug 2: COC1CC2CCC(C)C(O)(O2)C(=O)C(=O)N2CCCCC2C(=O)OC(C(C)CC2CCC(OP(C)(C)=O)C(OC)C2)CC(=O)C(C)C=C(C)C(O)C(OC)C(=O)C(C)CC(C)C=CC=CC=C1C. Cell line: HCT116. Synergy scores: synergy=1.59. (8) Drug 1: Cc1nc(Nc2ncc(C(=O)Nc3c(C)cccc3Cl)s2)cc(N2CCN(CCO)CC2)n1. Drug 2: CCc1cnn2c(NCc3ccc[n+]([O-])c3)cc(N3CCCCC3CCO)nc12. Cell line: UWB1289BRCA1. Synergy scores: synergy=6.06.